Task: Predict which catalyst facilitates the given reaction.. Dataset: Catalyst prediction with 721,799 reactions and 888 catalyst types from USPTO Reactant: [NH2:1][CH2:2][CH2:3][CH:4]([O:8][CH2:9][CH3:10])[O:5][CH2:6][CH3:7].C(N(CC)CC)C.[C:18](O[C:18]([O:20][C:21]([CH3:24])([CH3:23])[CH3:22])=[O:19])([O:20][C:21]([CH3:24])([CH3:23])[CH3:22])=[O:19]. Product: [CH2:6]([O:5][CH:4]([O:8][CH2:9][CH3:10])[CH2:3][CH2:2][NH:1][C:18](=[O:19])[O:20][C:21]([CH3:24])([CH3:23])[CH3:22])[CH3:7]. The catalyst class is: 7.